This data is from Reaction yield outcomes from USPTO patents with 853,638 reactions. The task is: Predict the reaction yield, written as a fraction of the theoretical maximum amount of product (1.0 means a 100% yield; for example, 0.34 means a 34% yield). (1) The reactants are [NH2:1][C:2]1[CH:7]=[C:6]([OH:8])[C:5]([CH3:9])=[CH:4][CH:3]=1.[CH:10]([C:13]1[CH:14]=[CH:15][C:16]2[C:21]([NH:22][C:23]3[CH:24]=[C:25]([CH:29]=[CH:30][C:31]=3[S:32][C:33]3[CH:38]=[CH:37][C:36]([O:39][CH3:40])=[CH:35][CH:34]=3)[C:26](Cl)=[O:27])=[N:20][CH:19]=[N:18][C:17]=2[N:41]=1)([CH3:12])[CH3:11].C(N(CC)CC)C. The catalyst is ClCCl. The product is [OH:8][C:6]1[CH:7]=[C:2]([NH:1][C:26](=[O:27])[C:25]2[CH:29]=[CH:30][C:31]([S:32][C:33]3[CH:34]=[CH:35][C:36]([O:39][CH3:40])=[CH:37][CH:38]=3)=[C:23]([NH:22][C:21]3[C:16]4[CH:15]=[CH:14][C:13]([CH:10]([CH3:11])[CH3:12])=[N:41][C:17]=4[N:18]=[CH:19][N:20]=3)[CH:24]=2)[CH:3]=[CH:4][C:5]=1[CH3:9]. The yield is 0.650. (2) The catalyst is C(Cl)Cl. The yield is 0.450. The reactants are N(C(OCC)=O)=NC(OCC)=O.[Cl:13][C:14]1[CH:33]=[CH:32][C:17]([NH:18][C:19]2[C:28]3[C:23](=[CH:24][C:25]([OH:31])=[C:26]([O:29][CH3:30])[CH:27]=3)[N:22]=[CH:21][N:20]=2)=[C:16]([F:34])[CH:15]=1.C1(P(C2C=CC=CC=2)C2C=CC=CC=2)C=CC=CC=1.[O:54]1[CH2:59][CH2:58][N:57]([CH2:60][CH2:61][O:62][CH2:63][CH2:64]O)[CH2:56][CH2:55]1. The product is [ClH:13].[Cl:13][C:14]1[CH:33]=[CH:32][C:17]([NH:18][C:19]2[C:28]3[C:23](=[CH:24][C:25]([O:31][CH2:64][CH2:63][O:62][CH2:61][CH2:60][N:57]4[CH2:58][CH2:59][O:54][CH2:55][CH2:56]4)=[C:26]([O:29][CH3:30])[CH:27]=3)[N:22]=[CH:21][N:20]=2)=[C:16]([F:34])[CH:15]=1. (3) The reactants are [CH3:13][C:12]([O:11][C:9](O[C:9]([O:11][C:12]([CH3:15])([CH3:14])[CH3:13])=[O:10])=[O:10])([CH3:15])[CH3:14].[C:16]([CH2:18][CH2:19][NH:20][CH2:21][C:22]([CH3:28])([CH3:27])[C:23]([O:25][CH3:26])=[O:24])#[N:17]. The catalyst is C1COCC1. The product is [C:12]([O:11][C:9]([N:20]([CH2:19][CH2:18][C:16]#[N:17])[CH2:21][C:22]([CH3:28])([CH3:27])[C:23]([O:25][CH3:26])=[O:24])=[O:10])([CH3:13])([CH3:14])[CH3:15]. The yield is 0.800.